Dataset: Forward reaction prediction with 1.9M reactions from USPTO patents (1976-2016). Task: Predict the product of the given reaction. (1) Given the reactants [CH3:1][N:2]=[C:3]=[O:4].[NH2:5][C:6]1[CH:7]=[CH:8][C:9]([Cl:36])=[C:10]([CH:35]=1)[C:11]([C:13]1[C:18]([NH:19][S:20]([C:23]2[CH:28]=[CH:27][C:26]([Cl:29])=[C:25]([C:30]([F:33])([F:32])[F:31])[CH:24]=2)(=[O:22])=[O:21])=[CH:17][C:16]([CH3:34])=[CH:15][N:14]=1)=[O:12], predict the reaction product. The product is: [Cl:29][C:26]1[CH:27]=[CH:28][C:23]([S:20]([NH:19][C:18]2[C:13]([C:11](=[O:12])[C:10]3[CH:35]=[C:6]([NH:5][C:3]([NH:2][CH3:1])=[O:4])[CH:7]=[CH:8][C:9]=3[Cl:36])=[N:14][CH:15]=[C:16]([CH3:34])[CH:17]=2)(=[O:22])=[O:21])=[CH:24][C:25]=1[C:30]([F:33])([F:32])[F:31]. (2) Given the reactants [CH3:1][O:2][C:3]1[CH:8]=[CH:7][C:6]([C:9](=[O:15])[CH2:10][CH2:11][CH2:12][CH2:13][CH3:14])=[CH:5][CH:4]=1.[Br-:16], predict the reaction product. The product is: [Br:16][CH:10]([CH2:11][CH2:12][CH2:13][CH3:14])[C:9]([C:6]1[CH:7]=[CH:8][C:3]([O:2][CH3:1])=[CH:4][CH:5]=1)=[O:15]. (3) Given the reactants Br[C:2]1[CH:7]=[CH:6][C:5]([CH:8]2[N:12]([C:13]3[CH:18]=[CH:17][CH:16]=[CH:15][C:14]=3[Cl:19])[N:11]=[C:10]([C:20]([C:26]([F:29])([F:28])[F:27])([C:22]([F:25])([F:24])[F:23])[OH:21])[CH2:9]2)=[CH:4][CH:3]=1.[C:30]([C:33]1[CH:38]=[CH:37][CH:36]=[CH:35][C:34]=1B(O)O)(=[O:32])[CH3:31].C(=O)([O-])[O-].[Na+].[Na+], predict the reaction product. The product is: [C:30]([C:33]1[CH:38]=[CH:37][CH:36]=[CH:35][C:34]=1[C:2]1[CH:7]=[CH:6][C:5]([CH:8]2[N:12]([C:13]3[CH:18]=[CH:17][CH:16]=[CH:15][C:14]=3[Cl:19])[N:11]=[C:10]([C:20]([C:26]([F:28])([F:29])[F:27])([C:22]([F:23])([F:24])[F:25])[OH:21])[CH2:9]2)=[CH:4][CH:3]=1)(=[O:32])[CH3:31]. (4) Given the reactants [F:1][C:2]1[CH:3]=[C:4]2[C:9](=[CH:10][CH:11]=1)[N:8]=[CH:7][CH:6]=[C:5]2[C@@H:12]1[CH2:17][CH2:16][C@H:15]([NH2:18])[CH2:14][CH2:13]1.[Cl:19][C:20]1[CH:25]=[CH:24][C:23]([N:26]=[C:27]=[O:28])=[CH:22][CH:21]=1, predict the reaction product. The product is: [Cl:19][C:20]1[CH:25]=[CH:24][C:23]([NH:26][C:27]([NH:18][C@H:15]2[CH2:16][CH2:17][C@@H:12]([C:5]3[C:4]4[C:9](=[CH:10][CH:11]=[C:2]([F:1])[CH:3]=4)[N:8]=[CH:7][CH:6]=3)[CH2:13][CH2:14]2)=[O:28])=[CH:22][CH:21]=1. (5) Given the reactants FC1C(O[C:9]([C:11]2[N:12]([CH3:33])[C:13]3[C:21]([C:22]=2[Cl:23])=[C:20]2[C:16]([C:17](=[O:25])[NH:18][C:19]2=[O:24])=[C:15]([C:26]2[CH:31]=[CH:30][CH:29]=[CH:28][C:27]=2[Cl:32])[CH:14]=3)=[O:10])=C(F)C(F)=C(F)C=1F.C(N(CC)CC)C.[NH2:45][CH:46]([CH2:49][OH:50])[CH2:47][OH:48].O, predict the reaction product. The product is: [OH:48][CH2:47][CH:46]([NH:45][C:9]([C:11]1[N:12]([CH3:33])[C:13]2[C:21]([C:22]=1[Cl:23])=[C:20]1[C:16]([C:17](=[O:25])[NH:18][C:19]1=[O:24])=[C:15]([C:26]1[CH:31]=[CH:30][CH:29]=[CH:28][C:27]=1[Cl:32])[CH:14]=2)=[O:10])[CH2:49][OH:50].